Task: Predict the product of the given reaction.. Dataset: Forward reaction prediction with 1.9M reactions from USPTO patents (1976-2016) (1) Given the reactants [F:1][C:2]([F:23])([F:22])[C:3]1[CH:8]=[C:7]([C:9]2[CH:10]=[CH:11][C:12]3[N:19]4[CH2:20][C@H:15]([CH2:16][CH2:17][CH2:18]4)[NH:14][C:13]=3[N:21]=2)[CH:6]=[CH:5][N:4]=1.[H-].[Na+].[N:26]1[CH:31]=[CH:30][CH:29]=[CH:28][C:27]=1[N:32]1C(=O)N2C=CC=CC2=N[C:33]1=[O:43].CCOC(C)=O, predict the reaction product. The product is: [N:26]1[CH:31]=[CH:30][CH:29]=[CH:28][C:27]=1[NH:32][C:33]([N:14]1[C@@H:15]2[CH2:20][N:19]([CH2:18][CH2:17][CH2:16]2)[C:12]2[CH:11]=[CH:10][C:9]([C:7]3[CH:6]=[CH:5][N:4]=[C:3]([C:2]([F:1])([F:22])[F:23])[CH:8]=3)=[N:21][C:13]1=2)=[O:43]. (2) The product is: [NH2:7][C@H:8]([CH2:9][CH2:10][CH2:11][C:12]1[CH:13]=[CH:14][C:15]([OH:18])=[CH:16][CH:17]=1)[C:23]([NH2:24])=[O:25]. Given the reactants C(OC(=O)[NH:7][C@@H:8]([C:23](=[O:25])[NH2:24])[CH2:9][CH2:10][CH2:11][C:12]1[CH:17]=[CH:16][C:15]([O:18]C(C)(C)C)=[CH:14][CH:13]=1)(C)(C)C, predict the reaction product.